Dataset: Forward reaction prediction with 1.9M reactions from USPTO patents (1976-2016). Task: Predict the product of the given reaction. (1) The product is: [CH2:23]([NH:25][CH:13]1[CH2:14][CH2:15][N:10]([CH2:9][CH2:8][CH:7]([C:17]2[CH:22]=[CH:21][CH:20]=[CH:19][CH:18]=2)[C:1]2[CH:6]=[CH:5][CH:4]=[CH:3][CH:2]=2)[CH2:11][CH2:12]1)[CH3:24]. Given the reactants [C:1]1([CH:7]([C:17]2[CH:22]=[CH:21][CH:20]=[CH:19][CH:18]=2)[CH2:8][CH2:9][N:10]2[CH2:15][CH2:14][C:13](=O)[CH2:12][CH2:11]2)[CH:6]=[CH:5][CH:4]=[CH:3][CH:2]=1.[CH2:23]([NH2:25])[CH3:24].C(O[BH-](OC(=O)C)OC(=O)C)(=O)C.[Na+], predict the reaction product. (2) Given the reactants [CH2:1]([NH:4][CH2:5][C:6]1[C:15]2[C:10](=[CH:11][CH:12]=[C:13]([C:16]3[CH:21]=[CH:20][CH:19]=[CH:18][C:17]=3[O:22][CH3:23])[CH:14]=2)[NH:9][C:8]([CH3:25])([CH3:24])[CH:7]=1)[CH:2]=[CH2:3].Br[CH2:27][C:28]1C2C(=CC=C(C3C=CC=CC=3OC)C=2)NC(C)(C)[CH:29]=1.C(=O)([O-])[O-].[K+].[K+].C(N)C=C, predict the reaction product. The product is: [CH3:23][O:22][C:17]1[CH:18]=[CH:19][CH:20]=[CH:21][C:16]=1[C:13]1[CH:14]=[C:15]2[C:10](=[CH:11][CH:12]=1)[NH:9][C:8]([CH3:25])([CH3:24])[CH:7]=[C:6]2[CH2:5][NH:4][C:1]1[CH:29]=[CH:28][CH:27]=[CH:3][CH:2]=1. (3) The product is: [CH3:1][O:2][C:3](=[O:13])[C:4]1[CH:9]=[CH:8][C:7]([CH2:10][O:25]/[N:24]=[CH:23]/[C:22]2[C:21]3[CH:26]=[CH:27][CH:28]=[CH:29][C:20]=3[O:19][C:18]=2[CH2:14][CH2:15][CH2:16][CH3:17])=[CH:6][C:5]=1[Br:12]. Given the reactants [CH3:1][O:2][C:3](=[O:13])[C:4]1[CH:9]=[CH:8][C:7]([CH2:10]Br)=[CH:6][C:5]=1[Br:12].[CH2:14]([C:18]1[O:19][C:20]2[CH:29]=[CH:28][CH:27]=[CH:26][C:21]=2[C:22]=1[CH:23]=[N:24][OH:25])[CH2:15][CH2:16][CH3:17].C(=O)([O-])[O-].[Cs+].[Cs+], predict the reaction product. (4) Given the reactants Br[C:2]1[CH:9]=[CH:8][C:5]([CH:6]=[O:7])=[C:4]([OH:10])[CH:3]=1.[C:11]([C:13]1[CH:14]=[C:15](B(O)O)[CH:16]=[CH:17][CH:18]=1)#[N:12].C([O-])([O-])=O.[K+].[K+], predict the reaction product. The product is: [CH:6]([C:5]1[CH:8]=[CH:9][C:2]([C:17]2[CH:16]=[CH:15][CH:14]=[C:13]([C:11]#[N:12])[CH:18]=2)=[CH:3][C:4]=1[OH:10])=[O:7]. (5) Given the reactants Cl[C:2]1[CH:7]=[C:6]([C:8]2[N:9]=[C:10]([N:20]3[CH2:25][CH2:24][CH:23]([OH:26])[CH2:22][CH2:21]3)[C:11]3[C:17]([O:18][CH3:19])=[CH:16][N:15]=[CH:14][C:12]=3[N:13]=2)[CH:5]=[CH:4][N:3]=1.[F:27][C:28]1[N:33]=[C:32]([NH2:34])[CH:31]=[CH:30][CH:29]=1, predict the reaction product. The product is: [F:27][C:28]1[N:33]=[C:32]([NH:34][C:2]2[CH:7]=[C:6]([C:8]3[N:9]=[C:10]([N:20]4[CH2:21][CH2:22][CH:23]([OH:26])[CH2:24][CH2:25]4)[C:11]4[C:17]([O:18][CH3:19])=[CH:16][N:15]=[CH:14][C:12]=4[N:13]=3)[CH:5]=[CH:4][N:3]=2)[CH:31]=[CH:30][CH:29]=1.